Dataset: Forward reaction prediction with 1.9M reactions from USPTO patents (1976-2016). Task: Predict the product of the given reaction. (1) Given the reactants [C:1]1([CH3:20])[CH:6]=[CH:5][C:4]([S:7][C:8]2[CH:13]=[C:12]([C:14]([OH:16])=[O:15])[CH:11]=[CH:10][C:9]=2[C:17]([OH:19])=O)=[CH:3][CH:2]=1.ClS(O)(=O)=O, predict the reaction product. The product is: [CH3:20][C:1]1[CH:2]=[C:3]2[C:4]([S:7][C:8]3[CH:13]=[C:12]([C:14]([OH:16])=[O:15])[CH:11]=[CH:10][C:9]=3[C:17]2=[O:19])=[CH:5][CH:6]=1. (2) Given the reactants [Si:1]([O:8][C:9]1[CH:16]=[CH:15][C:12]([CH:13]=[O:14])=[CH:11][CH:10]=1)([C:4]([CH3:7])([CH3:6])[CH3:5])([CH3:3])[CH3:2].[BH4-].[Na+].O, predict the reaction product. The product is: [Si:1]([O:8][C:9]1[CH:16]=[CH:15][C:12]([CH2:13][OH:14])=[CH:11][CH:10]=1)([C:4]([CH3:7])([CH3:6])[CH3:5])([CH3:3])[CH3:2]. (3) Given the reactants [CH2:1]([C:3]1[C:8](=[O:9])[NH:7][C:6]([CH3:10])=[C:5]([C:11]2[S:15][C:14]([S:16]([Cl:19])(=[O:18])=[O:17])=[CH:13][CH:12]=2)[CH:4]=1)[CH3:2].[NH2:20][CH2:21][CH2:22][N:23]1[CH2:27][CH2:26][CH2:25][CH2:24]1, predict the reaction product. The product is: [ClH:19].[N:23]1([CH2:22][CH2:21][NH:20][S:16]([C:14]2[S:15][C:11]([C:5]3[CH:4]=[C:3]([CH2:1][CH3:2])[C:8](=[O:9])[NH:7][C:6]=3[CH3:10])=[CH:12][CH:13]=2)(=[O:18])=[O:17])[CH2:27][CH2:26][CH2:25][CH2:24]1. (4) Given the reactants [NH2:1][CH2:2][C:3]1[C:12](=[O:13])[C:11]2[C:6](=[CH:7][C:8]([Cl:14])=[CH:9][CH:10]=2)[N:5]([C:15]2[CH:20]=[CH:19][CH:18]=[CH:17][CH:16]=2)[C:4]=1[C:21]([N:23]([CH3:25])[CH3:24])=[O:22].[O:26]1[C:31]2[CH:32]=[CH:33][C:34]([C:36](O)=[O:37])=[CH:35][C:30]=2[O:29][CH2:28][CH2:27]1, predict the reaction product. The product is: [CH3:24][N:23]([CH3:25])[C:21]([C:4]1[N:5]([C:15]2[CH:20]=[CH:19][CH:18]=[CH:17][CH:16]=2)[C:6]2[C:11]([C:12](=[O:13])[C:3]=1[CH2:2][NH:1][C:36]([C:34]1[CH:33]=[CH:32][C:31]3[O:26][CH2:27][CH2:28][O:29][C:30]=3[CH:35]=1)=[O:37])=[CH:10][CH:9]=[C:8]([Cl:14])[CH:7]=2)=[O:22]. (5) Given the reactants [Cl:1][C:2]1[C:3]2[CH:10]=[CH:9][N:8]([CH:11]3[CH2:14][C:13]([CH2:16][OH:17])([OH:15])[CH2:12]3)[C:4]=2[N:5]=[CH:6][N:7]=1.[I:18]N1C(=O)CCC1=O.C(=O)(O)[O-].[Na+], predict the reaction product. The product is: [Cl:1][C:2]1[C:3]2[C:10]([I:18])=[CH:9][N:8]([CH:11]3[CH2:12][C:13]([CH2:16][OH:17])([OH:15])[CH2:14]3)[C:4]=2[N:5]=[CH:6][N:7]=1. (6) Given the reactants C(N(CC)CC)C.[Br:8][C:9]1[C:17]([F:18])=[CH:16][CH:15]=[C:14]([N+:19]([O-:21])=[O:20])[C:10]=1[C:11]([NH2:13])=O.O, predict the reaction product. The product is: [Br:8][C:9]1[C:17]([F:18])=[CH:16][CH:15]=[C:14]([N+:19]([O-:21])=[O:20])[C:10]=1[C:11]#[N:13]. (7) Given the reactants Br[C:2]1[C:10]([O:11][CH3:12])=[C:9]([F:13])[CH:8]=[C:7]2[C:3]=1[CH2:4][CH:5]([CH2:15][CH2:16][CH2:17][CH3:18])[C:6]2=[O:14].[CH3:19][Sn](C)(C)C.C1(P(C2C=CC=CC=2)C2C=CC=CC=2)C=CC=CC=1.[Cl-].[Li+], predict the reaction product. The product is: [CH2:15]([CH:5]1[CH2:4][C:3]2[C:7](=[CH:8][C:9]([F:13])=[C:10]([O:11][CH3:12])[C:2]=2[CH3:19])[C:6]1=[O:14])[CH2:16][CH2:17][CH3:18]. (8) Given the reactants [O:1]=[C:2]1[N:8]([CH:9]2[CH2:14][CH2:13][N:12]([C:15]([O:17][C@@H:18]([C:32](O)=[O:33])[CH2:19][C:20]3[CH:30]=[C:29]([CH3:31])[C:23]4[N:24]([CH3:28])[C:25](=[O:27])[O:26][C:22]=4[CH:21]=3)=[O:16])[CH2:11][CH2:10]2)[CH2:7][CH2:6][C:5]2[CH:35]=[CH:36][CH:37]=[CH:38][C:4]=2[NH:3]1.CN(C(ON1N=NC2C=CC=CC1=2)=[N+](C)C)C.[B-](F)(F)(F)F.C(N(CC)CC)C.[CH3:68][C:69]1([NH:81]C(=O)OC(C)(C)C)[CH2:74][CH2:73][N:72]([CH:75]2[CH2:80][CH2:79][NH:78][CH2:77][CH2:76]2)[CH2:71][CH2:70]1.C(O)(C(F)(F)F)=O, predict the reaction product. The product is: [O:1]=[C:2]1[N:8]([CH:9]2[CH2:14][CH2:13][N:12]([C:15]([O:17][C@H:18]([CH2:19][C:20]3[CH:30]=[C:29]([CH3:31])[C:23]4[N:24]([CH3:28])[C:25](=[O:27])[O:26][C:22]=4[CH:21]=3)[C:32]([N:78]3[CH2:79][CH2:80][CH:75]([N:72]4[CH2:73][CH2:74][C:69]([NH2:81])([CH3:68])[CH2:70][CH2:71]4)[CH2:76][CH2:77]3)=[O:33])=[O:16])[CH2:11][CH2:10]2)[CH2:7][CH2:6][C:5]2[CH:35]=[CH:36][CH:37]=[CH:38][C:4]=2[NH:3]1. (9) The product is: [Br:1][C:2]1[C:7](=[O:8])[N:6]([CH2:9][C:10]([NH:12][CH2:13][C:14]2[CH:15]=[CH:16][N+:17]([O-:39])=[CH:18][CH:19]=2)=[O:11])[N:5]=[CH:4][C:3]=1[NH:20][C@@H:21]1[CH2:26][C@@H:25]2[CH2:27][C@@H:23]([C:24]2([CH3:29])[CH3:28])[C@H:22]1[CH3:30]. Given the reactants [Br:1][C:2]1[C:7](=[O:8])[N:6]([CH2:9][C:10]([NH:12][CH2:13][C:14]2[CH:19]=[CH:18][N:17]=[CH:16][CH:15]=2)=[O:11])[N:5]=[CH:4][C:3]=1[NH:20][C@@H:21]1[CH2:26][C@@H:25]2[CH2:27][C@@H:23]([C:24]2([CH3:29])[CH3:28])[C@H:22]1[CH3:30].ClC1C=CC=C(C(OO)=[O:39])C=1, predict the reaction product. (10) Given the reactants Br[C:2]1[CH:7]=[CH:6][C:5]([C:8]([OH:11])([CH3:10])[CH3:9])=[CH:4][CH:3]=1.[B:12]1([B:12]2[O:17][CH2:16][C:15]([CH3:19])([CH3:18])[CH2:14][O:13]2)[O:17][CH2:16][C:15]([CH3:19])([CH3:18])[CH2:14][O:13]1.CC([O-])=O.[K+], predict the reaction product. The product is: [CH3:18][C:15]1([CH3:19])[CH2:16][O:17][B:12]([C:2]2[CH:7]=[CH:6][C:5]([C:8]([OH:11])([CH3:10])[CH3:9])=[CH:4][CH:3]=2)[O:13][CH2:14]1.